Dataset: Peptide-MHC class II binding affinity with 134,281 pairs from IEDB. Task: Regression. Given a peptide amino acid sequence and an MHC pseudo amino acid sequence, predict their binding affinity value. This is MHC class II binding data. (1) The peptide sequence is CHQGINNKLTAHEVK. The MHC is DRB1_0101 with pseudo-sequence DRB1_0101. The binding affinity (normalized) is 0.857. (2) The peptide sequence is FLIYITELLKKLQST. The MHC is DRB1_0405 with pseudo-sequence DRB1_0405. The binding affinity (normalized) is 0.336.